This data is from NCI-60 drug combinations with 297,098 pairs across 59 cell lines. The task is: Regression. Given two drug SMILES strings and cell line genomic features, predict the synergy score measuring deviation from expected non-interaction effect. (1) Drug 1: C1CC(C1)(C(=O)O)C(=O)O.[NH2-].[NH2-].[Pt+2]. Drug 2: C1CCC(C(C1)N)N.C(=O)(C(=O)[O-])[O-].[Pt+4]. Cell line: M14. Synergy scores: CSS=19.6, Synergy_ZIP=-6.78, Synergy_Bliss=-5.25, Synergy_Loewe=-1.71, Synergy_HSA=-1.26. (2) Drug 1: CCCS(=O)(=O)NC1=C(C(=C(C=C1)F)C(=O)C2=CNC3=C2C=C(C=N3)C4=CC=C(C=C4)Cl)F. Drug 2: CC1C(C(CC(O1)OC2CC(CC3=C2C(=C4C(=C3O)C(=O)C5=C(C4=O)C(=CC=C5)OC)O)(C(=O)C)O)N)O.Cl. Cell line: 786-0. Synergy scores: CSS=53.7, Synergy_ZIP=16.7, Synergy_Bliss=18.2, Synergy_Loewe=4.60, Synergy_HSA=18.4. (3) Drug 1: CCC1(CC2CC(C3=C(CCN(C2)C1)C4=CC=CC=C4N3)(C5=C(C=C6C(=C5)C78CCN9C7C(C=CC9)(C(C(C8N6C=O)(C(=O)OC)O)OC(=O)C)CC)OC)C(=O)OC)O.OS(=O)(=O)O. Drug 2: CCC1(CC2CC(C3=C(CCN(C2)C1)C4=CC=CC=C4N3)(C5=C(C=C6C(=C5)C78CCN9C7C(C=CC9)(C(C(C8N6C)(C(=O)OC)O)OC(=O)C)CC)OC)C(=O)OC)O.OS(=O)(=O)O. Cell line: KM12. Synergy scores: CSS=25.5, Synergy_ZIP=10.3, Synergy_Bliss=11.7, Synergy_Loewe=4.80, Synergy_HSA=4.32. (4) Drug 1: C1=CC(=C2C(=C1NCCNCCO)C(=O)C3=C(C=CC(=C3C2=O)O)O)NCCNCCO. Drug 2: CS(=O)(=O)OCCCCOS(=O)(=O)C. Cell line: MDA-MB-231. Synergy scores: CSS=28.2, Synergy_ZIP=-3.34, Synergy_Bliss=-4.05, Synergy_Loewe=-19.6, Synergy_HSA=-2.76. (5) Drug 1: C(CC(=O)O)C(=O)CN.Cl. Drug 2: CS(=O)(=O)OCCCCOS(=O)(=O)C. Cell line: K-562. Synergy scores: CSS=2.81, Synergy_ZIP=-2.05, Synergy_Bliss=-3.62, Synergy_Loewe=-1.54, Synergy_HSA=-3.31. (6) Drug 1: CCC1=C2CN3C(=CC4=C(C3=O)COC(=O)C4(CC)O)C2=NC5=C1C=C(C=C5)O. Cell line: HCT-15. Drug 2: C1C(C(OC1N2C=NC(=NC2=O)N)CO)O. Synergy scores: CSS=17.0, Synergy_ZIP=-5.46, Synergy_Bliss=5.17, Synergy_Loewe=-9.35, Synergy_HSA=4.97.